This data is from NCI-60 drug combinations with 297,098 pairs across 59 cell lines. The task is: Regression. Given two drug SMILES strings and cell line genomic features, predict the synergy score measuring deviation from expected non-interaction effect. (1) Drug 1: C1=CC(=CC=C1CCCC(=O)O)N(CCCl)CCCl. Drug 2: CCC1(C2=C(COC1=O)C(=O)N3CC4=CC5=C(C=CC(=C5CN(C)C)O)N=C4C3=C2)O.Cl. Cell line: NCI-H522. Synergy scores: CSS=30.4, Synergy_ZIP=-13.5, Synergy_Bliss=-7.99, Synergy_Loewe=-1.85, Synergy_HSA=-0.624. (2) Drug 1: CN(C)N=NC1=C(NC=N1)C(=O)N. Drug 2: C1=C(C(=O)NC(=O)N1)F. Cell line: SNB-19. Synergy scores: CSS=33.4, Synergy_ZIP=6.52, Synergy_Bliss=6.86, Synergy_Loewe=-5.45, Synergy_HSA=5.62. (3) Drug 1: COC1=C(C=C2C(=C1)N=CN=C2NC3=CC(=C(C=C3)F)Cl)OCCCN4CCOCC4. Drug 2: CC1=C(C=C(C=C1)C(=O)NC2=CC(=CC(=C2)C(F)(F)F)N3C=C(N=C3)C)NC4=NC=CC(=N4)C5=CN=CC=C5. Cell line: HL-60(TB). Synergy scores: CSS=6.60, Synergy_ZIP=1.68, Synergy_Bliss=7.01, Synergy_Loewe=-2.03, Synergy_HSA=-1.76. (4) Drug 1: COC1=CC(=CC(=C1O)OC)C2C3C(COC3=O)C(C4=CC5=C(C=C24)OCO5)OC6C(C(C7C(O6)COC(O7)C8=CC=CS8)O)O. Drug 2: C#CCC(CC1=CN=C2C(=N1)C(=NC(=N2)N)N)C3=CC=C(C=C3)C(=O)NC(CCC(=O)O)C(=O)O. Cell line: CAKI-1. Synergy scores: CSS=39.6, Synergy_ZIP=-1.96, Synergy_Bliss=-1.59, Synergy_Loewe=-0.712, Synergy_HSA=-0.853. (5) Drug 1: CCC(=C(C1=CC=CC=C1)C2=CC=C(C=C2)OCCN(C)C)C3=CC=CC=C3.C(C(=O)O)C(CC(=O)O)(C(=O)O)O. Drug 2: CCN(CC)CCNC(=O)C1=C(NC(=C1C)C=C2C3=C(C=CC(=C3)F)NC2=O)C. Cell line: SF-539. Synergy scores: CSS=13.5, Synergy_ZIP=-3.07, Synergy_Bliss=-1.54, Synergy_Loewe=2.55, Synergy_HSA=-0.148. (6) Drug 1: C1=CC=C(C=C1)NC(=O)CCCCCCC(=O)NO. Drug 2: CC1=C(C(=O)C2=C(C1=O)N3CC4C(C3(C2COC(=O)N)OC)N4)N. Cell line: HCC-2998. Synergy scores: CSS=35.8, Synergy_ZIP=6.12, Synergy_Bliss=3.45, Synergy_Loewe=3.62, Synergy_HSA=7.59.